From a dataset of Peptide-MHC class I binding affinity with 185,985 pairs from IEDB/IMGT. Regression. Given a peptide amino acid sequence and an MHC pseudo amino acid sequence, predict their binding affinity value. This is MHC class I binding data. The peptide sequence is LLRDNRAAL. The MHC is HLA-A11:01 with pseudo-sequence HLA-A11:01. The binding affinity (normalized) is 0.0847.